From a dataset of Catalyst prediction with 721,799 reactions and 888 catalyst types from USPTO. Predict which catalyst facilitates the given reaction. (1) Reactant: [CH2:1]([S:3]([C:5]1[CH:6]=[C:7]([CH:10]=[C:11]([O:13][CH2:14][CH3:15])[CH:12]=1)[CH:8]=[O:9])=[O:4])[CH3:2].[OH:16]O.O.[OH-].[Na+]. Product: [CH2:1]([S:3]([C:5]1[CH:6]=[C:7]([CH:10]=[C:11]([O:13][CH2:14][CH3:15])[CH:12]=1)[CH:8]=[O:9])(=[O:16])=[O:4])[CH3:2]. The catalyst class is: 15. (2) Reactant: [N:1]1([C:7](=[O:12])[CH2:8][C:9](=O)[CH3:10])[CH2:6][CH2:5][CH2:4][CH2:3][CH2:2]1.[NH2:13][C:14]1[CH:19]=[CH:18][C:17]([Cl:20])=[CH:16][C:15]=1[CH2:21][C:22]([C:24]1[CH:29]=[CH:28][CH:27]=[CH:26]C=1)=O.[O-]S(C(F)(F)F)(=O)=O.[Yb+3].[O-]S(C(F)(F)F)(=O)=O.[O-]S(C(F)(F)F)(=O)=O. Product: [Cl:20][C:17]1[CH:16]=[C:15]2[C:14](=[CH:19][CH:18]=1)[N:13]=[C:9]([CH3:10])[C:8]([C:7]([N:1]1[CH2:6][CH2:5][CH2:4][CH2:3][CH2:2]1)=[O:12])=[C:21]2[C:22]1[CH:24]=[CH:29][CH:28]=[CH:27][CH:26]=1. The catalyst class is: 8.